From a dataset of NCI-60 drug combinations with 297,098 pairs across 59 cell lines. Regression. Given two drug SMILES strings and cell line genomic features, predict the synergy score measuring deviation from expected non-interaction effect. (1) Drug 1: COC1=C(C=C2C(=C1)N=CN=C2NC3=CC(=C(C=C3)F)Cl)OCCCN4CCOCC4. Drug 2: C1C(C(OC1N2C=C(C(=O)NC2=O)F)CO)O. Cell line: CAKI-1. Synergy scores: CSS=54.4, Synergy_ZIP=-6.31, Synergy_Bliss=-5.57, Synergy_Loewe=-2.09, Synergy_HSA=-0.718. (2) Drug 1: CN(C)C1=NC(=NC(=N1)N(C)C)N(C)C. Drug 2: CCCCCOC(=O)NC1=NC(=O)N(C=C1F)C2C(C(C(O2)C)O)O. Cell line: HT29. Synergy scores: CSS=-8.70, Synergy_ZIP=3.44, Synergy_Bliss=-1.27, Synergy_Loewe=-8.36, Synergy_HSA=-7.59. (3) Drug 1: COC1=CC(=CC(=C1O)OC)C2C3C(COC3=O)C(C4=CC5=C(C=C24)OCO5)OC6C(C(C7C(O6)COC(O7)C8=CC=CS8)O)O. Drug 2: CC1C(C(CC(O1)OC2CC(CC3=C2C(=C4C(=C3O)C(=O)C5=C(C4=O)C(=CC=C5)OC)O)(C(=O)CO)O)N)O.Cl. Cell line: SN12C. Synergy scores: CSS=50.8, Synergy_ZIP=-6.14, Synergy_Bliss=-10.3, Synergy_Loewe=-7.40, Synergy_HSA=-5.62. (4) Drug 1: CCC(=C(C1=CC=CC=C1)C2=CC=C(C=C2)OCCN(C)C)C3=CC=CC=C3.C(C(=O)O)C(CC(=O)O)(C(=O)O)O. Drug 2: C1=CC=C(C(=C1)C(C2=CC=C(C=C2)Cl)C(Cl)Cl)Cl. Cell line: MOLT-4. Synergy scores: CSS=0.880, Synergy_ZIP=0.940, Synergy_Bliss=0.841, Synergy_Loewe=-13.8, Synergy_HSA=-5.94. (5) Drug 1: CCC1(CC2CC(C3=C(CCN(C2)C1)C4=CC=CC=C4N3)(C5=C(C=C6C(=C5)C78CCN9C7C(C=CC9)(C(C(C8N6C)(C(=O)OC)O)OC(=O)C)CC)OC)C(=O)OC)O.OS(=O)(=O)O. Drug 2: CCCCCOC(=O)NC1=NC(=O)N(C=C1F)C2C(C(C(O2)C)O)O. Cell line: COLO 205. Synergy scores: CSS=-3.39, Synergy_ZIP=0.912, Synergy_Bliss=0.501, Synergy_Loewe=-5.33, Synergy_HSA=-3.69. (6) Drug 1: CC1=C(C=C(C=C1)NC2=NC=CC(=N2)N(C)C3=CC4=NN(C(=C4C=C3)C)C)S(=O)(=O)N.Cl. Drug 2: CC1=C(C=C(C=C1)C(=O)NC2=CC(=CC(=C2)C(F)(F)F)N3C=C(N=C3)C)NC4=NC=CC(=N4)C5=CN=CC=C5. Cell line: NCI-H226. Synergy scores: CSS=12.6, Synergy_ZIP=0.188, Synergy_Bliss=3.61, Synergy_Loewe=2.04, Synergy_HSA=2.15. (7) Drug 1: CC12CCC(CC1=CCC3C2CCC4(C3CC=C4C5=CN=CC=C5)C)O. Drug 2: CC1CCC2CC(C(=CC=CC=CC(CC(C(=O)C(C(C(=CC(C(=O)CC(OC(=O)C3CCCCN3C(=O)C(=O)C1(O2)O)C(C)CC4CCC(C(C4)OC)OCCO)C)C)O)OC)C)C)C)OC. Cell line: SNB-75. Synergy scores: CSS=5.42, Synergy_ZIP=-5.56, Synergy_Bliss=-2.71, Synergy_Loewe=-9.34, Synergy_HSA=-2.90.